From a dataset of Full USPTO retrosynthesis dataset with 1.9M reactions from patents (1976-2016). Predict the reactants needed to synthesize the given product. Given the product [NH2:1][C@@H:2]([CH2:12][F:13])[C@@H:3]([C:5]1[CH:10]=[CH:9][C:8]([N:14]=[N+:15]=[N-:16])=[CH:7][CH:6]=1)[OH:4], predict the reactants needed to synthesize it. The reactants are: [NH2:1][C@@H:2]([CH2:12][F:13])[C@@H:3]([C:5]1[CH:10]=[CH:9][C:8](I)=[CH:7][CH:6]=1)[OH:4].[N-:14]=[N+:15]=[N-:16].[Na+].N1CCC[C@H]1C(O)=O.C([O-])([O-])=O.[K+].[K+].